Predict the reactants needed to synthesize the given product. From a dataset of Full USPTO retrosynthesis dataset with 1.9M reactions from patents (1976-2016). (1) Given the product [NH2:49][C@H:39]1[C@@H:40]([NH:44][C:45](=[O:48])[O:46][CH3:47])[C@@H:41]([CH3:43])[CH2:42][N:37]([C:36]2[CH:35]=[CH:34][N:33]=[CH:32][C:31]=2[NH:30][C:28]([C:13]2[C:12]([NH2:11])=[CH:21][C:20]3[C:15](=[CH:16][C:17]([CH:22]4[CH2:27][CH2:26][O:25][CH2:24][CH2:23]4)=[CH:18][CH:19]=3)[N:14]=2)=[O:29])[CH2:38]1, predict the reactants needed to synthesize it. The reactants are: C(OC([NH:11][C:12]1[C:13]([C:28]([NH:30][C:31]2[CH:32]=[N:33][CH:34]=[CH:35][C:36]=2[N:37]2[CH2:42][C@H:41]([CH3:43])[C@H:40]([NH:44][C:45](=[O:48])[O:46][CH3:47])[C@H:39]([NH:49]C(=O)OC(C)(C)C)[CH2:38]2)=[O:29])=[N:14][C:15]2[C:20]([CH:21]=1)=[CH:19][CH:18]=[C:17]([C:22]1[CH2:23][CH2:24][O:25][CH2:26][CH:27]=1)[CH:16]=2)=O)C1C=CC=CC=1. (2) Given the product [CH3:1][O:2][C:3]([NH:14][C:15]([C:17]1[N:18]=[CH:19][N:20]([CH2:25][C:26]2[CH:27]=[CH:28][CH:29]=[CH:30][CH:31]=2)[C:21]=1[NH2:22])=[O:16])([C:9]([O:11][CH2:12][CH3:13])=[O:10])[C:4]([O:6][CH2:7][CH3:8])=[O:5], predict the reactants needed to synthesize it. The reactants are: [CH3:1][O:2][C:3]([NH:14][C:15]([C:17]1[N:18]=[CH:19][N:20]([CH2:25][C:26]2[CH:31]=[CH:30][CH:29]=[CH:28][CH:27]=2)[C:21]=1[N+:22]([O-])=O)=[O:16])([C:9]([O:11][CH2:12][CH3:13])=[O:10])[C:4]([O:6][CH2:7][CH3:8])=[O:5]. (3) Given the product [F:1][C:2]1[CH:31]=[C:30]([I:32])[CH:29]=[CH:28][C:3]=1[NH:4][C:5]1[C:6]([C:21]([NH:23][CH2:24][CH2:25][CH2:26][OH:27])=[O:22])=[CH:7][N:8]([CH2:12][CH2:13][OH:14])[C:9](=[O:11])[CH:10]=1, predict the reactants needed to synthesize it. The reactants are: [F:1][C:2]1[CH:31]=[C:30]([I:32])[CH:29]=[CH:28][C:3]=1[NH:4][C:5]1[C:6]([C:21]([NH:23][CH2:24][CH2:25][CH2:26][OH:27])=[O:22])=[CH:7][N:8]([CH2:12][CH2:13][O:14]C2CCCCO2)[C:9](=[O:11])[CH:10]=1.Cl.O1CCCCC1OC1CCCCO1. (4) Given the product [OH:1][C:2]1[CH:19]=[C:18]2[C:5]([C@@:6]3([CH3:25])[C@H:15]([CH2:16][S:17]2(=[O:21])=[O:20])[C@:14]2([CH3:22])[C@H:9]([C:10]([CH3:23])([CH3:24])[CH2:11][CH2:12][CH2:13]2)[CH2:8][CH2:7]3)=[C:4]([C:26]([NH:37][O:36][CH3:32])=[O:28])[CH:3]=1, predict the reactants needed to synthesize it. The reactants are: [OH:1][C:2]1[CH:19]=[C:18]2[C:5]([C@@:6]3([CH3:25])[C@H:15]([CH2:16][S:17]2(=[O:21])=[O:20])[C@:14]2([CH3:22])[C@H:9]([C:10]([CH3:24])([CH3:23])[CH2:11][CH2:12][CH2:13]2)[CH2:8][CH2:7]3)=[C:4]([C:26]([OH:28])=O)[CH:3]=1.CN([C:32]([O:36][N:37]1N=NC2C=CC=NC1=2)=[N+](C)C)C.F[P-](F)(F)(F)(F)F.CN1CCOCC1.Cl.CON. (5) Given the product [CH3:8][O:9][C:10](=[O:19])[C:11]1[CH:16]=[CH:15][C:14]([Br:17])=[C:13]([NH:18][S:2]([CH3:20])(=[O:5])=[O:1])[CH:12]=1, predict the reactants needed to synthesize it. The reactants are: [O-:1][S:2]([O-:5])(=O)=O.[Na+].[Na+].[CH3:8][O:9][C:10](=[O:19])[C:11]1[CH:16]=[CH:15][C:14]([Br:17])=[C:13]([NH2:18])[CH:12]=1.[CH3:20]CN(CC)CC.[Na+].[Cl-].